From a dataset of Full USPTO retrosynthesis dataset with 1.9M reactions from patents (1976-2016). Predict the reactants needed to synthesize the given product. (1) Given the product [Cl:1][C:2]1[CH:3]=[CH:4][C:5]([NH:8][CH:9]2[CH2:13][CH2:12][N:11]([CH2:16][CH:15]([OH:14])[CH2:17][O:18][C:19]3[CH:24]=[CH:23][CH:22]=[CH:21][C:20]=3[NH:25][C:26](=[O:28])[CH3:27])[CH2:10]2)=[CH:6][CH:7]=1, predict the reactants needed to synthesize it. The reactants are: [Cl:1][C:2]1[CH:7]=[CH:6][C:5]([NH:8][CH:9]2[CH2:13][CH2:12][NH:11][CH2:10]2)=[CH:4][CH:3]=1.[O:14]1[CH2:16][CH:15]1[CH2:17][O:18][C:19]1[CH:24]=[CH:23][CH:22]=[CH:21][C:20]=1[NH:25][C:26](=[O:28])[CH3:27].C([O-])([O-])=O.[K+].[K+]. (2) Given the product [C:47]([O:51][CH2:52][C:53]([CH:7]([C:4]1[CH:5]=[CH:6][CH:1]=[CH:2][CH:3]=1)[C:8]1[CH:13]=[CH:12][CH:11]=[CH:10][CH:9]=1)([O:64][C:65]1[CH:66]=[CH:3][CH:2]=[CH:1][CH:6]=1)[O:54][C:28]1[CH:33]=[CH:32][CH:31]=[CH:30][CH:29]=1)(=[O:50])[CH:48]=[CH2:49], predict the reactants needed to synthesize it. The reactants are: [CH:1]1[CH:6]=[CH:5][C:4]([C:7](C2C=CC(O)=CC=2)(C2C=CC(O)=CC=2)[C:8]2[CH:13]=[CH:12][CH:11]=[CH:10][CH:9]=2)=[CH:3][CH:2]=1.[C:28]1(P([C:28]2[CH:33]=[CH:32][CH:31]=[CH:30][CH:29]=2)[C:28]2[CH:33]=[CH:32][CH:31]=[CH:30][CH:29]=2)[CH:33]=[CH:32][CH:31]=[CH:30][CH:29]=1.[C:47]([O:51][CH2:52][CH2:53][OH:54])(=[O:50])[CH:48]=[CH2:49].N(C([O:64][CH2:65][CH3:66])=O)=NC(OCC)=O. (3) Given the product [CH2:15]([O:18][C:19]1[CH:24]=[CH:23][C:22]([C:25]2[N:26]=[CH:4][C:5]([C:8]([O:9][CH3:10])=[O:11])=[CH:6][N:27]=2)=[C:21]([C:28]([F:29])([F:30])[F:31])[CH:20]=1)[CH2:16][CH3:17], predict the reactants needed to synthesize it. The reactants are: [Na].CO[C:4](=O)[C:5]([CH:8]([O:11]C)[O:9][CH3:10])=[CH:6]O.Cl.[CH2:15]([O:18][C:19]1[CH:24]=[CH:23][C:22]([C:25](=[NH:27])[NH2:26])=[C:21]([C:28]([F:31])([F:30])[F:29])[CH:20]=1)[CH2:16][CH3:17].O. (4) Given the product [NH2:1][C:2]1[N:7]([CH3:8])[C:6](=[O:9])[C:5]([CH3:10])([CH3:11])[C@:4]([C:13]2[CH:18]=[C:17]([NH:19][CH:23]3[CH2:24][C:25]([CH3:28])([CH3:27])[CH2:26][CH:22]3[OH:21])[CH:16]=[CH:15][C:14]=2[F:20])([CH3:12])[N:3]=1, predict the reactants needed to synthesize it. The reactants are: [NH2:1][C:2]1[N:7]([CH3:8])[C:6](=[O:9])[C:5]([CH3:11])([CH3:10])[C@:4]([C:13]2[CH:18]=[C:17]([NH2:19])[CH:16]=[CH:15][C:14]=2[F:20])([CH3:12])[N:3]=1.[OH:21][CH:22]1[CH2:26][C:25]([CH3:28])([CH3:27])[CH2:24][C:23]1=O.[B][B][B][B][B][B][B][B][B][B].